This data is from NCI-60 drug combinations with 297,098 pairs across 59 cell lines. The task is: Regression. Given two drug SMILES strings and cell line genomic features, predict the synergy score measuring deviation from expected non-interaction effect. Drug 1: C(=O)(N)NO. Drug 2: CC1C(C(CC(O1)OC2CC(CC3=C2C(=C4C(=C3O)C(=O)C5=CC=CC=C5C4=O)O)(C(=O)C)O)N)O. Cell line: MCF7. Synergy scores: CSS=36.0, Synergy_ZIP=-3.31, Synergy_Bliss=-2.82, Synergy_Loewe=-0.497, Synergy_HSA=0.128.